Dataset: Reaction yield outcomes from USPTO patents with 853,638 reactions. Task: Predict the reaction yield, written as a fraction of the theoretical maximum amount of product (1.0 means a 100% yield; for example, 0.34 means a 34% yield). The product is [S:1]1[C:9]2[CH:8]=[CH:7][N:6]=[CH:5][C:4]=2[CH:3]=[C:2]1[CH:24]=[O:25]. The yield is 0.415. The catalyst is C1COCC1. The reactants are [S:1]1[C:9]2[CH:8]=[CH:7][N:6]=[CH:5][C:4]=2[CH:3]=[CH:2]1.C([Li])CCC.CCCCCC.CN([CH:24]=[O:25])C.